From a dataset of Forward reaction prediction with 1.9M reactions from USPTO patents (1976-2016). Predict the product of the given reaction. Given the reactants [CH3:1][O:2][CH2:3][C@H:4]([O:6][C:7]1[CH:8]=[CH:9][CH:10]=[C:11]2[C:16]=1[N:15]=[C:14]([CH3:17])[CH:13]=[CH:12]2)[CH3:5].[Se](=O)=[O:19], predict the reaction product. The product is: [CH3:1][O:2][CH2:3][C@H:4]([O:6][C:7]1[CH:8]=[CH:9][CH:10]=[C:11]2[C:16]=1[N:15]=[C:14]([CH:17]=[O:19])[CH:13]=[CH:12]2)[CH3:5].